Dataset: Catalyst prediction with 721,799 reactions and 888 catalyst types from USPTO. Task: Predict which catalyst facilitates the given reaction. (1) Reactant: C(OC([N:8]=[C:9]1[N:13]([CH2:14][CH2:15][CH2:16][O:17][C:18]2[CH:19]=[C:20]([CH:24]=[CH:25][CH:26]=2)[C:21]([OH:23])=[O:22])[C:12]2[CH:27]=[CH:28][CH:29]=[CH:30][C:11]=2[N:10]1[CH2:31][C:32]1[CH:37]=[CH:36][CH:35]=[C:34]([N:38]2[CH2:43][CH2:42][N:41]([CH2:44][C:45]3[CH2:50][C:49]([CH3:52])([CH3:51])[CH2:48][CH2:47][C:46]=3[C:53]3[CH:58]=[CH:57][C:56]([Cl:59])=[CH:55][CH:54]=3)[CH2:40][CH2:39]2)[CH:33]=1)=O)(C)(C)C.C(O)(C(F)(F)F)=O. Product: [Cl:59][C:56]1[CH:55]=[CH:54][C:53]([C:46]2[CH2:47][CH2:48][C:49]([CH3:52])([CH3:51])[CH2:50][C:45]=2[CH2:44][N:41]2[CH2:40][CH2:39][N:38]([C:34]3[CH:33]=[C:32]([CH:37]=[CH:36][CH:35]=3)[CH2:31][N:10]3[C:11]4[CH:30]=[CH:29][CH:28]=[CH:27][C:12]=4[N:13]([CH2:14][CH2:15][CH2:16][O:17][C:18]4[CH:19]=[C:20]([CH:24]=[CH:25][CH:26]=4)[C:21]([OH:23])=[O:22])[C:9]3=[NH:8])[CH2:43][CH2:42]2)=[CH:58][CH:57]=1. The catalyst class is: 4. (2) Reactant: [CH2:1]([O:3][C:4]([C:6]1([C:9]2[CH:14]=[CH:13][C:12]([C:15]3[CH:20]=[CH:19][C:18]([C:21]4[S:22][CH:23]=[CH:24][C:25]=4[NH:26][C:27]([O:29][CH:30]([C:32]4[CH:37]=[CH:36][CH:35]=[CH:34][C:33]=4[Cl:38])[CH3:31])=[O:28])=[CH:17][CH:16]=3)=[CH:11][CH:10]=2)[CH2:8][CH2:7]1)=[O:5])[CH3:2].[Br:39]N1C(=O)CCC1=O.C1(C)C=CC=CC=1.C(=O)([O-])O.[Na+]. Product: [CH2:1]([O:3][C:4]([C:6]1([C:9]2[CH:10]=[CH:11][C:12]([C:15]3[CH:20]=[CH:19][C:18]([C:21]4[S:22][C:23]([Br:39])=[CH:24][C:25]=4[NH:26][C:27]([O:29][CH:30]([C:32]4[CH:37]=[CH:36][CH:35]=[CH:34][C:33]=4[Cl:38])[CH3:31])=[O:28])=[CH:17][CH:16]=3)=[CH:13][CH:14]=2)[CH2:7][CH2:8]1)=[O:5])[CH3:2]. The catalyst class is: 9. (3) Reactant: [NH:1]1[CH2:6][CH2:5][CH:4]([NH:7][C:8]2[O:9][C:10]3[C:16]([S:17]([NH2:20])(=[O:19])=[O:18])=[CH:15][CH:14]=[CH:13][C:11]=3[N:12]=2)[CH2:3][CH2:2]1.[CH2:21]([O:23][C:24]1[CH:25]=[C:26]([CH:29]=[C:30]([O:33][CH2:34][CH3:35])[C:31]=1[F:32])[CH:27]=O)[CH3:22].C([BH3-])#N.[Na+].C(N(C(C)C)C(C)C)C. Product: [CH2:21]([O:23][C:24]1[CH:25]=[C:26]([CH:29]=[C:30]([O:33][CH2:34][CH3:35])[C:31]=1[F:32])[CH2:27][N:1]1[CH2:2][CH2:3][CH:4]([NH:7][C:8]2[O:9][C:10]3[C:16]([S:17]([NH2:20])(=[O:18])=[O:19])=[CH:15][CH:14]=[CH:13][C:11]=3[N:12]=2)[CH2:5][CH2:6]1)[CH3:22]. The catalyst class is: 212. (4) Reactant: [CH2:1]([O:3][C:4](=[O:20])[C:5]1[CH:10]=[C:9](Br)[CH:8]=[N:7][C:6]=1[O:12][CH:13]([CH2:17][O:18][CH3:19])[CH2:14][O:15][CH3:16])[CH3:2].[B:21]1([B:21]2[O:25][C:24]([CH3:27])([CH3:26])[C:23]([CH3:29])([CH3:28])[O:22]2)[O:25][C:24]([CH3:27])([CH3:26])[C:23]([CH3:29])([CH3:28])[O:22]1.C([O-])(=O)C.[K+]. Product: [CH2:1]([O:3][C:4](=[O:20])[C:5]1[CH:10]=[C:9]([B:21]2[O:25][C:24]([CH3:27])([CH3:26])[C:23]([CH3:29])([CH3:28])[O:22]2)[CH:8]=[N:7][C:6]=1[O:12][CH:13]([CH2:17][O:18][CH3:19])[CH2:14][O:15][CH3:16])[CH3:2]. The catalyst class is: 75. (5) Reactant: [CH2:1]([O:19][C:20]1[CH:21]=[C:22]([CH:25]=[C:26]([O:28][CH2:29][CH2:30][CH2:31][CH2:32][CH2:33][CH2:34][CH2:35][CH2:36]/[CH:37]=[CH:38]\[CH2:39][CH2:40][CH2:41][CH2:42][CH2:43][CH2:44][CH2:45][CH3:46])[CH:27]=1)[CH:23]=[O:24])[CH2:2][CH2:3][CH2:4][CH2:5][CH2:6][CH2:7][CH2:8]/[CH:9]=[CH:10]\[CH2:11][CH2:12][CH2:13][CH2:14][CH2:15][CH2:16][CH2:17][CH3:18].[BH4-].[Na+]. Product: [CH2:1]([O:19][C:20]1[CH:21]=[C:22]([CH2:23][OH:24])[CH:25]=[C:26]([O:28][CH2:29][CH2:30][CH2:31][CH2:32][CH2:33][CH2:34][CH2:35][CH2:36]/[CH:37]=[CH:38]\[CH2:39]/[CH:40]=[CH:41]\[CH2:42][CH2:43][CH2:44][CH2:45][CH3:46])[CH:27]=1)[CH2:2][CH2:3][CH2:4][CH2:5][CH2:6][CH2:7][CH2:8]/[CH:9]=[CH:10]\[CH2:11]/[CH:12]=[CH:13]\[CH2:14][CH2:15][CH2:16][CH2:17][CH3:18]. The catalyst class is: 36.